Dataset: Merck oncology drug combination screen with 23,052 pairs across 39 cell lines. Task: Regression. Given two drug SMILES strings and cell line genomic features, predict the synergy score measuring deviation from expected non-interaction effect. (1) Drug 1: O=S1(=O)NC2(CN1CC(F)(F)F)C1CCC2Cc2cc(C=CCN3CCC(C(F)(F)F)CC3)ccc2C1. Drug 2: Cc1nc(Nc2ncc(C(=O)Nc3c(C)cccc3Cl)s2)cc(N2CCN(CCO)CC2)n1. Cell line: T47D. Synergy scores: synergy=18.6. (2) Drug 1: CN1C(=O)C=CC2(C)C3CCC4(C)C(NC(=O)OCC(F)(F)F)CCC4C3CCC12. Drug 2: CC(C)CC(NC(=O)C(Cc1ccccc1)NC(=O)c1cnccn1)B(O)O. Cell line: A427. Synergy scores: synergy=18.2. (3) Drug 1: O=S1(=O)NC2(CN1CC(F)(F)F)C1CCC2Cc2cc(C=CCN3CCC(C(F)(F)F)CC3)ccc2C1. Drug 2: CCc1cnn2c(NCc3ccc[n+]([O-])c3)cc(N3CCCCC3CCO)nc12. Cell line: ES2. Synergy scores: synergy=0.595.